This data is from Reaction yield outcomes from USPTO patents with 853,638 reactions. The task is: Predict the reaction yield, written as a fraction of the theoretical maximum amount of product (1.0 means a 100% yield; for example, 0.34 means a 34% yield). (1) The reactants are [CH3:1][C:2]1[C:6]([C:7]2[CH:8]=[C:9]3[C:13](=[CH:14][CH:15]=2)[NH:12][C:11](=[O:16])[CH:10]3[C:17]2[CH:22]=[CH:21][CH:20]=[CH:19][CH:18]=2)=[C:5]([CH3:23])[O:4][N:3]=1.Br[CH2:25][CH2:26][CH2:27][OH:28].[I-].[K+].C(=O)([O-])[O-].[K+].[K+]. The catalyst is C1COCC1.C(OCC)(=O)C. The product is [CH3:1][C:2]1[C:6]([C:7]2[CH:8]=[C:9]3[C:13](=[CH:14][CH:15]=2)[NH:12][C:11](=[O:16])[C:10]3([CH2:25][CH2:26][CH2:27][OH:28])[C:17]2[CH:18]=[CH:19][CH:20]=[CH:21][CH:22]=2)=[C:5]([CH3:23])[O:4][N:3]=1. The yield is 0.410. (2) The reactants are [Br:1][C:2]1[CH:7]=[C:6]([O:8][CH3:9])[C:5]([O:10]C(C)C)=[CH:4][C:3]=1[C:14](=[O:16])[CH3:15].[Al+3].[Cl-].[Cl-].[Cl-]. The catalyst is C(Cl)Cl. The product is [Br:1][C:2]1[CH:7]=[C:6]([O:8][CH3:9])[C:5]([OH:10])=[CH:4][C:3]=1[C:14](=[O:16])[CH3:15]. The yield is 0.980. (3) The reactants are [H-].[Na+].[O:3]1[C:7]2([CH2:12][CH2:11][C:10]([C:13]3[C:21]4[C:16](=[CH:17][CH:18]=[C:19]([C:22]#[N:23])[CH:20]=4)[NH:15][CH:14]=3)=[CH:9][CH2:8]2)[O:6][CH2:5][CH2:4]1.[CH3:24]I. The catalyst is CN(C)C=O. The product is [O:6]1[C:7]2([CH2:12][CH2:11][C:10]([C:13]3[C:21]4[C:16](=[CH:17][CH:18]=[C:19]([C:22]#[N:23])[CH:20]=4)[N:15]([CH3:24])[CH:14]=3)=[CH:9][CH2:8]2)[O:3][CH2:4][CH2:5]1. The yield is 0.240. (4) The reactants are [CH3:1][N:2]([CH3:6])[CH2:3][CH2:4][OH:5].[OH-].[K+].F[C:10]1[CH:15]=[C:14]([O:16][CH3:17])[CH:13]=[CH:12][C:11]=1[N+:18]([O-:20])=[O:19]. The catalyst is CCCCCCCC[N+](CCCCCCCC)(CCCCCCCC)C.[Cl-]. The product is [CH3:17][O:16][C:14]1[CH:13]=[CH:12][C:11]([N+:18]([O-:20])=[O:19])=[C:10]([CH:15]=1)[O:5][CH2:4][CH2:3][N:2]([CH3:6])[CH3:1]. The yield is 0.740. (5) The reactants are [C:1]([C:3]1[CH:8]=[CH:7][CH:6]=[CH:5][C:4]=1[C:9]1[CH:14]=[CH:13][C:12]([CH2:15][C:16]2[C:17](=[O:44])[N:18]([C@H:29]3[CH2:34][CH2:33][C@H:32]([O:35][CH:36]([CH2:42][CH3:43])C(OCC)=O)[CH2:31][CH2:30]3)[C:19]3[N:20]([N:25]=[C:26]([CH3:28])[N:27]=3)[C:21]=2[CH2:22][CH2:23][CH3:24])=[CH:11][CH:10]=1)#[N:2].C[Mg]Br.Cl. The catalyst is O1CCCC1. The product is [CH2:42]([CH:36]([O:35][C@H:32]1[CH2:33][CH2:34][C@H:29]([N:18]2[C:17](=[O:44])[C:16]([CH2:15][C:12]3[CH:13]=[CH:14][C:9]([C:4]4[C:3]([C:1]#[N:2])=[CH:8][CH:7]=[CH:6][CH:5]=4)=[CH:10][CH:11]=3)=[C:21]([CH2:22][CH2:23][CH3:24])[N:20]3[N:25]=[C:26]([CH3:28])[N:27]=[C:19]23)[CH2:30][CH2:31]1)[C:32]([OH:35])([CH3:33])[CH3:31])[CH3:43]. The yield is 0.600. (6) The reactants are [CH3:1][C:2]([CH3:14])([S:4]([NH:6][C:7]1(/[C:10](=[N:12]/[OH:13])/[NH2:11])[CH2:9][CH2:8]1)=[O:5])[CH3:3].[CH2:15](OC(OCC)OCC)C. The catalyst is CC(O)=O. The product is [O:13]1[CH:15]=[N:11][C:10]([C:7]2([NH:6][S:4]([C:2]([CH3:14])([CH3:1])[CH3:3])=[O:5])[CH2:9][CH2:8]2)=[N:12]1. The yield is 0.330.